From a dataset of Forward reaction prediction with 1.9M reactions from USPTO patents (1976-2016). Predict the product of the given reaction. (1) Given the reactants [F:1][C:2]([F:20])([F:19])[C:3]([OH:18])([CH:6]1[CH2:11][CH2:10][CH2:9][CH:8]=[C:7]1[C:12]1[CH:17]=[CH:16][CH:15]=[CH:14][CH:13]=1)[CH:4]=O.[NH2:21][C:22]1[CH:31]=[CH:30][CH:29]=[C:28]2[C:23]=1[CH:24]=[N:25][C:26]([CH3:32])=[N:27]2.O, predict the reaction product. The product is: [F:1][C:2]([F:20])([F:19])[C:3]([CH:6]1[CH2:11][CH2:10][CH2:9][CH:8]=[C:7]1[C:12]1[CH:17]=[CH:16][CH:15]=[CH:14][CH:13]=1)([OH:18])[CH:4]=[N:21][C:22]1[CH:31]=[CH:30][CH:29]=[C:28]2[C:23]=1[CH:24]=[N:25][C:26]([CH3:32])=[N:27]2. (2) Given the reactants Br[C@@H:2]1[C@H:6]2[O:7][CH2:8][CH2:9][C@@:5]2([CH2:10][OH:11])[CH2:4][C@@H:3]1[NH:12][C:13](=[O:19])[O:14][C:15]([CH3:18])([CH3:17])[CH3:16].C(N(CC)CC)C, predict the reaction product. The product is: [OH:11][CH2:10][C@:5]12[CH2:4][C@H:3]([NH:12][C:13](=[O:19])[O:14][C:15]([CH3:17])([CH3:16])[CH3:18])[CH2:2][C@H:6]1[O:7][CH2:8][CH2:9]2. (3) Given the reactants [Cl:1][C:2]1[CH:3]=[CH:4][C:5]2[O:9][C:8]([CH3:10])=[N:7][C:6]=2[CH:11]=1.[N+:12]([O-])([OH:14])=[O:13].O1C2C=CC=CC=2N=C1, predict the reaction product. The product is: [Cl:1][C:2]1[C:3]([N+:12]([O-:14])=[O:13])=[CH:4][C:5]2[O:9][C:8]([CH3:10])=[N:7][C:6]=2[CH:11]=1. (4) Given the reactants [F:1][C:2]1[C:3]([CH3:25])=[C:4]([C@:8]2([C:21]([O:23][CH3:24])=[O:22])[CH2:12][CH2:11][C:10](OS(C(F)(F)F)(=O)=O)=[CH:9]2)[CH:5]=[CH:6][CH:7]=1.[Cl:26][C:27]1[CH:28]=[N:29][CH:30]=[C:31](B(O)O)[CH:32]=1.COCCOC, predict the reaction product. The product is: [F:1][C:2]1[C:3]([CH3:25])=[C:4]([C@:8]2([C:21]([O:23][CH3:24])=[O:22])[CH2:12][CH2:11][C:10]([C:31]3[CH:30]=[N:29][CH:28]=[C:27]([Cl:26])[CH:32]=3)=[CH:9]2)[CH:5]=[CH:6][CH:7]=1. (5) Given the reactants [CH2:1]([O:3][C:4]([C:6]1[C:7](=[O:18])[NH:8][N:9]=[C:10]([C:13]2[S:14][CH:15]=[CH:16][CH:17]=2)[C:11]=1[OH:12])=[O:5])[CH3:2].[H-].[Na+].Br[CH2:22][CH2:23][C:24]([CH3:28])([CH3:27])[CH2:25][CH3:26].Cl, predict the reaction product. The product is: [CH2:1]([O:3][C:4]([C:6]1[C:7](=[O:18])[N:8]([CH2:22][CH2:23][C:24]([CH3:28])([CH3:27])[CH2:25][CH3:26])[N:9]=[C:10]([C:13]2[S:14][CH:15]=[CH:16][CH:17]=2)[C:11]=1[OH:12])=[O:5])[CH3:2].